Predict the reactants needed to synthesize the given product. From a dataset of Full USPTO retrosynthesis dataset with 1.9M reactions from patents (1976-2016). (1) Given the product [Cl:32][C:33]1[C:63]([CH3:64])=[CH:62][C:36]([O:37][CH2:38][CH2:39][CH2:40][C:41]2[C:49]3[C:44](=[C:45]([C:50]4[C:51]([CH2:57][OH:58])=[N:52][N:53]([CH3:56])[C:54]=4[CH3:55])[CH:46]=[CH:47][CH:48]=3)[NH:43][C:42]=2[C:59]([NH:8][S:5]([CH2:4][CH2:3][NH:2][C:29]([C:25]2[N:24]([CH3:23])[CH:28]=[CH:27][CH:26]=2)=[O:31])(=[O:7])=[O:6])=[O:60])=[CH:35][C:34]=1[CH3:65], predict the reactants needed to synthesize it. The reactants are: Cl.[NH2:2][CH2:3][CH2:4][S:5]([NH2:8])(=[O:7])=[O:6].C(Cl)CCl.C1C=CC2N(O)N=NC=2C=1.[CH3:23][N:24]1[CH:28]=[CH:27][CH:26]=[C:25]1[C:29]([OH:31])=O.[Cl:32][C:33]1[C:63]([CH3:64])=[CH:62][C:36]([O:37][CH2:38][CH2:39][CH2:40][C:41]2[C:49]3[C:44](=[C:45]([C:50]4[C:51]([CH2:57][OH:58])=[N:52][N:53]([CH3:56])[C:54]=4[CH3:55])[CH:46]=[CH:47][CH:48]=3)[NH:43][C:42]=2[C:59](O)=[O:60])=[CH:35][C:34]=1[CH3:65]. (2) Given the product [Br:27][C:4]1[C:5]([C@@H:9]([NH:19][C:20](=[O:26])[O:21][C:22]([CH3:24])([CH3:23])[CH3:25])[CH2:10][C:11]2[CH:16]=[C:15]([F:17])[CH:14]=[C:13]([F:18])[CH:12]=2)=[N:6][C:7]([Br:8])=[C:2]([NH:1][C:30](=[O:31])[C:29]([F:40])([F:39])[F:28])[CH:3]=1, predict the reactants needed to synthesize it. The reactants are: [NH2:1][C:2]1[CH:3]=[C:4]([Br:27])[C:5]([C@@H:9]([NH:19][C:20](=[O:26])[O:21][C:22]([CH3:25])([CH3:24])[CH3:23])[CH2:10][C:11]2[CH:16]=[C:15]([F:17])[CH:14]=[C:13]([F:18])[CH:12]=2)=[N:6][C:7]=1[Br:8].[F:28][C:29]([F:40])([F:39])[C:30](O[C:30](=[O:31])[C:29]([F:40])([F:39])[F:28])=[O:31].C(=O)([O-])[O-].[K+].[K+].O.